Task: Predict the reactants needed to synthesize the given product.. Dataset: Full USPTO retrosynthesis dataset with 1.9M reactions from patents (1976-2016) (1) The reactants are: N([O-])=O.[Na+].N[C:6]1[CH:11]=[CH:10][C:9]([C:12]([F:15])([F:14])[F:13])=[CH:8][C:7]=1[CH2:16][OH:17].[I-:18].[K+]. Given the product [I:18][C:6]1[CH:11]=[CH:10][C:9]([C:12]([F:15])([F:14])[F:13])=[CH:8][C:7]=1[CH2:16][OH:17], predict the reactants needed to synthesize it. (2) Given the product [CH:17]1([N:14]2[CH2:15][CH2:16][C:10]3[S:9][C:8]([C:5]4[CH:4]=[CH:3][C:2]([N:22]5[CH2:26][CH2:25][NH:24][C:23]5=[O:27])=[N:7][CH:6]=4)=[N:21][C:11]=3[CH2:12][CH2:13]2)[CH2:20][CH2:19][CH2:18]1, predict the reactants needed to synthesize it. The reactants are: Cl[C:2]1[N:7]=[CH:6][C:5]([C:8]2[S:9][C:10]3[CH2:16][CH2:15][N:14]([CH:17]4[CH2:20][CH2:19][CH2:18]4)[CH2:13][CH2:12][C:11]=3[N:21]=2)=[CH:4][CH:3]=1.[NH:22]1[CH2:26][CH2:25][NH:24][C:23]1=[O:27].C(=O)([O-])[O-].[Cs+].[Cs+].C1(P(C2C=CC=CC=2)C2C3OC4C(=CC=CC=4P(C4C=CC=CC=4)C4C=CC=CC=4)C(C)(C)C=3C=CC=2)C=CC=CC=1. (3) Given the product [NH2:9][CH2:8][CH:7]([NH:6][C:4](=[O:5])[C:3]1[CH:18]=[CH:19][CH:20]=[CH:21][C:2]=1[OH:1])[CH3:17], predict the reactants needed to synthesize it. The reactants are: [OH:1][C:2]1[CH:21]=[CH:20][CH:19]=[CH:18][C:3]=1[C:4]([NH:6][CH:7]([CH3:17])[CH2:8][NH:9]C(=O)OC(C)(C)C)=[O:5]. (4) The reactants are: [NH:1]1[C:10]2[C:5](=[CH:6][CH:7]=[CH:8][CH:9]=2)[CH2:4][CH2:3][CH2:2]1.[N+:11]([O-])([OH:13])=[O:12].C([O-])([O-])=O.[K+].[K+].CCOC(C)=O. Given the product [N+:11]([C:8]1[CH:9]=[C:10]2[C:5]([CH2:4][CH2:3][CH2:2][NH:1]2)=[CH:6][CH:7]=1)([O-:13])=[O:12], predict the reactants needed to synthesize it. (5) Given the product [CH2:10]([O:12][C:13]([C:14]1[CH:15]=[C:16]([C:18]2[CH:23]=[CH:22][CH:21]=[CH:20][N:19]=2)[N:8]([C:5]2[N:4]=[N:3][C:2]([Cl:1])=[CH:7][CH:6]=2)[N:9]=1)=[O:25])[CH3:11], predict the reactants needed to synthesize it. The reactants are: [Cl:1][C:2]1[N:3]=[N:4][C:5]([NH:8][NH2:9])=[CH:6][CH:7]=1.[CH2:10]([O:12][C:13](=[O:25])[C:14](=O)[CH2:15][C:16]([C:18]1[CH:23]=[CH:22][CH:21]=[CH:20][N:19]=1)=O)[CH3:11].Cl. (6) Given the product [CH:34]1([CH2:33][N:17]2[C:18]3[CH:19]=[CH:20][C:12]([C:10]([N:7]4[CH2:8][CH2:9][CH:4]([CH3:3])[CH2:5][CH2:6]4)=[O:11])=[CH:13][C:14]=3[C:15]3[CH2:24][N:23]([C:25]([O:27][C:28]([CH3:30])([CH3:29])[CH3:31])=[O:26])[CH2:22][CH2:21][C:16]2=3)[CH2:37][CH2:36][CH2:35]1, predict the reactants needed to synthesize it. The reactants are: [H-].[Na+].[CH3:3][CH:4]1[CH2:9][CH2:8][N:7]([C:10]([C:12]2[CH:20]=[CH:19][C:18]3[NH:17][C:16]4[CH2:21][CH2:22][N:23]([C:25]([O:27][C:28]([CH3:31])([CH3:30])[CH3:29])=[O:26])[CH2:24][C:15]=4[C:14]=3[CH:13]=2)=[O:11])[CH2:6][CH2:5]1.Br[CH2:33][CH:34]1[CH2:37][CH2:36][CH2:35]1. (7) Given the product [OH:20][CH2:19][C:14]1[O:15][C:16](=[O:18])[O:17][C:13]=1[CH:9]1[CH2:10][CH2:11][CH2:12][N:8]1[C:6]([O:5][C:1]([CH3:4])([CH3:3])[CH3:2])=[O:7], predict the reactants needed to synthesize it. The reactants are: [C:1]([O:5][C:6]([N:8]1[CH2:12][CH2:11][CH2:10][CH:9]1[C:13]1[O:17][C:16](=[O:18])[O:15][C:14]=1[C:19](O)=[O:20])=[O:7])([CH3:4])([CH3:3])[CH3:2].C(Cl)(=O)C(Cl)=O.[BH4-].C([N+](CCCC)(CCCC)CCCC)CCC.